Dataset: Reaction yield outcomes from USPTO patents with 853,638 reactions. Task: Predict the reaction yield, written as a fraction of the theoretical maximum amount of product (1.0 means a 100% yield; for example, 0.34 means a 34% yield). (1) The reactants are [NH2:1][C@@H:2]([CH2:10][C:11]1[CH:16]=[CH:15][C:14]([C:17]2[N:22]=[CH:21][C:20]([C:23]3[CH:28]=[CH:27][C:26]([O:29][CH2:30][CH2:31][CH2:32][CH2:33][CH2:34][CH2:35][CH3:36])=[CH:25][CH:24]=3)=[CH:19][N:18]=2)=[CH:13][CH:12]=1)[C:3]([O:5]C(C)(C)C)=[O:4].[C:37]([C:41]1[S:45][C:44]([C:46](O)=[O:47])=[CH:43][CH:42]=1)([CH3:40])([CH3:39])[CH3:38].CCN(C(C)C)C(C)C.CN(C(ON1N=NC2C=CC=NC1=2)=[N+](C)C)C.F[P-](F)(F)(F)(F)F. The catalyst is CN(C=O)C.O. The product is [C:37]([C:41]1[S:45][C:44]([C:46]([NH:1][C@@H:2]([CH2:10][C:11]2[CH:12]=[CH:13][C:14]([C:17]3[N:22]=[CH:21][C:20]([C:23]4[CH:24]=[CH:25][C:26]([O:29][CH2:30][CH2:31][CH2:32][CH2:33][CH2:34][CH2:35][CH3:36])=[CH:27][CH:28]=4)=[CH:19][N:18]=3)=[CH:15][CH:16]=2)[C:3]([OH:5])=[O:4])=[O:47])=[CH:43][CH:42]=1)([CH3:40])([CH3:38])[CH3:39]. The yield is 0.750. (2) The reactants are CN(C)C(N(C)C)=N.[C:9]([O:13][C:14]([CH:16](P(OC)(OC)=O)[C:17]([O:19][CH3:20])=[O:18])=[O:15])([CH3:12])([CH3:11])[CH3:10].[Cl:27][C:28]1[CH:35]=[CH:34][C:31]([CH:32]=O)=[CH:30][C:29]=1[F:36].O. The catalyst is C(Cl)Cl. The product is [C:9]([O:13][C:14](/[C:16](=[CH:32]\[C:31]1[CH:34]=[CH:35][C:28]([Cl:27])=[C:29]([F:36])[CH:30]=1)/[C:17]([O:19][CH3:20])=[O:18])=[O:15])([CH3:10])([CH3:11])[CH3:12]. The yield is 0.678. (3) The reactants are [O:1]=[C:2]1[CH2:7][CH2:6][N:5]([C:8]([O:10][C:11]([CH3:14])([CH3:13])[CH3:12])=[O:9])[CH2:4][CH2:3]1.[Li+].CC([N-]C(C)C)C.[CH:23]1([C:26](Cl)=[O:27])[CH2:25][CH2:24]1. The catalyst is C1(C)C=CC=CC=1. The product is [CH:23]1([C:26]([CH:7]2[C:2](=[O:1])[CH2:3][CH2:4][N:5]([C:8]([O:10][C:11]([CH3:14])([CH3:13])[CH3:12])=[O:9])[CH2:6]2)=[O:27])[CH2:25][CH2:24]1. The yield is 0.100. (4) The reactants are Cl.[NH2:2][C:3]1[NH:7][C:6]2[CH:8]=[C:9]([N:12]3[C:16](=[O:17])[CH:15]=[CH:14][C:13]3=[O:18])[CH:10]=[CH:11][C:5]=2[N:4]=1.NC1C=CC2N=C(N(C(OC(C)(C)C)=O)C(OC(C)(C)C)=O)N(C(OC(C)(C)C)=O)C=2C=1.[CH2:51]([CH:63]1CC(=O)O[C:64]1=O)[CH:52]=[CH:53][CH2:54][CH2:55][CH2:56][CH2:57][CH2:58][CH2:59][CH2:60]CC. No catalyst specified. The product is [NH2:2][C:3]1[NH:7][C:6]2[CH:8]=[C:9]([N:12]3[C:13](=[O:18])[CH2:14][CH:15]([CH2:64]/[CH:63]=[CH:51]\[CH2:52][CH2:53][CH2:54][CH2:55][CH2:56][CH2:57][CH2:58][CH2:59][CH3:60])[C:16]3=[O:17])[CH:10]=[CH:11][C:5]=2[N:4]=1. The yield is 0.910. (5) The reactants are [Br:1]/[CH:2]=[C:3]1\[CH2:4][CH2:5][CH2:6][C@@:7]2([CH3:15])[C@H:11]\1[CH2:10][CH2:9][C@@H:8]2[C@H:12](O)[CH3:13].C1(P(C2C=CC=CC=2)C2C=CC=CC=2)C=CC=CC=1.COC(N=NC(OC)=O)=O. The catalyst is O1CCCC1. The product is [Br:1]/[CH:2]=[C:3]1/[C@H:11]2[C@:7]([CH3:15])([CH2:6][CH2:5][CH2:4]/1)/[C:8](=[CH:12]\[CH3:13])/[CH2:9][CH2:10]2. The yield is 0.691. (6) The reactants are O[CH:2]=[C:3]1[C:11]2[C:6](=[CH:7][C:8]([C:12]([C:14]3[CH:15]=[C:16]([NH:20][C:21](=[O:23])[CH3:22])[CH:17]=[CH:18][CH:19]=3)=[O:13])=[CH:9][CH:10]=2)[NH:5][C:4]1=[O:24].[NH2:25][C:26]1[CH:27]=[C:28]([OH:32])[CH:29]=[CH:30][CH:31]=1. The catalyst is C1COCC1. The product is [OH:32][C:28]1[CH:27]=[C:26]([NH:25][CH:2]=[C:3]2[C:11]3[C:6](=[CH:7][C:8]([C:12]([C:14]4[CH:15]=[C:16]([NH:20][C:21](=[O:23])[CH3:22])[CH:17]=[CH:18][CH:19]=4)=[O:13])=[CH:9][CH:10]=3)[NH:5][C:4]2=[O:24])[CH:31]=[CH:30][CH:29]=1. The yield is 0.450. (7) The product is [ClH:17].[CH:1]1([N:5]([CH3:13])[CH2:6]/[CH:7]=[CH:8]/[C:9]([OH:11])=[O:10])[CH2:2][CH2:3][CH2:4]1. The catalyst is C1COCC1.O. The yield is 0.970. The reactants are [CH:1]1([N:5]([CH3:13])[CH2:6]/[CH:7]=[CH:8]/[C:9]([O:11]C)=[O:10])[CH2:4][CH2:3][CH2:2]1.O[Li].O.[ClH:17].